Predict which catalyst facilitates the given reaction. From a dataset of Catalyst prediction with 721,799 reactions and 888 catalyst types from USPTO. (1) Product: [F:52][C:53]1[CH:58]=[C:57]([F:59])[CH:56]=[CH:55][C:54]=1[NH:60][CH:61]1[CH2:66][CH2:65][N:64]([C:25](=[O:27])[CH2:24][NH:23][C:21]([C:18]2[CH:17]=[C:16]([C:10]3[CH:11]=[CH:12][CH:13]=[CH:14][CH:15]=3)[NH:20][N:19]=2)=[O:22])[CH2:63][CH2:62]1. Reactant: CCN(C(C)C)C(C)C.[C:10]1([C:16]2[NH:20][N:19]=[C:18]([C:21]([NH:23][CH2:24][C:25]([OH:27])=O)=[O:22])[CH:17]=2)[CH:15]=[CH:14][CH:13]=[CH:12][CH:11]=1.C1C=CC2N(O)N=NC=2C=1.CCN=C=NCCCN(C)C.Cl.Cl.Cl.[F:52][C:53]1[CH:58]=[C:57]([F:59])[CH:56]=[CH:55][C:54]=1[NH:60][CH:61]1[CH2:66][CH2:65][NH:64][CH2:63][CH2:62]1.Cl.Cl.N1CCC(NC2C=CC=CC=2C(F)(F)F)CC1. The catalyst class is: 18. (2) Reactant: [F:1][C:2]1[CH:7]=[CH:6][C:5]([C:8]2[N:12]([CH3:13])[N:11]=[CH:10][C:9]=2/[CH:14]=[CH:15]/[C:16]([NH:18][C:19]2[CH:24]=[CH:23][C:22]([S:25][CH2:26][C:27]3[N:31]([CH2:32][CH2:33][CH3:34])[CH:30]=[N:29][N:28]=3)=[CH:21][CH:20]=2)=[O:17])=[CH:4][CH:3]=1.ClC1C=CC=C(C(OO)=[O:43])C=1. Product: [F:1][C:2]1[CH:3]=[CH:4][C:5]([C:8]2[N:12]([CH3:13])[N:11]=[CH:10][C:9]=2/[CH:14]=[CH:15]/[C:16]([NH:18][C:19]2[CH:24]=[CH:23][C:22]([S:25]([CH2:26][C:27]3[N:31]([CH2:32][CH2:33][CH3:34])[CH:30]=[N:29][N:28]=3)=[O:43])=[CH:21][CH:20]=2)=[O:17])=[CH:6][CH:7]=1. The catalyst class is: 7. (3) Reactant: [NH2:1][C:2]1[S:3][CH:4]=[C:5]([CH3:7])[N:6]=1.C[Al](C)C.C[O:13][C:14](=O)[C:15]1[CH:20]=[CH:19][N:18]=[C:17]([C:21]#[C:22][C:23]2[C:24]([C:29]3[CH:34]=[CH:33][CH:32]=[CH:31][CH:30]=3)=[N:25][O:26][C:27]=2[CH3:28])[CH:16]=1.S([O-])([O-])(=O)=O.[Mg+2]. Product: [CH3:28][C:27]1[O:26][N:25]=[C:24]([C:29]2[CH:34]=[CH:33][CH:32]=[CH:31][CH:30]=2)[C:23]=1[C:22]#[C:21][C:17]1[CH:16]=[C:15]([CH:20]=[CH:19][N:18]=1)[C:14]([NH:1][C:2]1[S:3][CH:4]=[C:5]([CH3:7])[N:6]=1)=[O:13]. The catalyst class is: 38. (4) Reactant: [C:1]([O:9][CH:10]1[CH2:15][CH2:14][CH:13]([C:16]2[N:21]=[C:20]([C:22]3[CH:34]=[CH:33][C:25]([C:26]([O:28]C(C)(C)C)=[O:27])=[C:24]([F:35])[CH:23]=3)[C:19]([N:36](C(OC(C)(C)C)=O)C(OC(C)(C)C)=O)=[N:18][CH:17]=2)[CH2:12][C:11]1([F:52])[F:51])(=[O:8])[C:2]1[CH:7]=[CH:6][CH:5]=[CH:4][CH:3]=1.C(O)(C(F)(F)F)=O. Product: [NH2:36][C:19]1[C:20]([C:22]2[CH:34]=[CH:33][C:25]([C:26]([OH:28])=[O:27])=[C:24]([F:35])[CH:23]=2)=[N:21][C:16]([CH:13]2[CH2:14][CH2:15][CH:10]([O:9][C:1](=[O:8])[C:2]3[CH:7]=[CH:6][CH:5]=[CH:4][CH:3]=3)[C:11]([F:51])([F:52])[CH2:12]2)=[CH:17][N:18]=1. The catalyst class is: 2.